Dataset: Reaction yield outcomes from USPTO patents with 853,638 reactions. Task: Predict the reaction yield, written as a fraction of the theoretical maximum amount of product (1.0 means a 100% yield; for example, 0.34 means a 34% yield). (1) The reactants are [N+:1]([C:4]1[CH:5]=[C:6]([CH:33]=[CH:34][CH:35]=1)[C:7]([NH:9][CH:10]1[C:15]([Cl:16])=[CH:14][C:13]([C:17]([C:23]2[CH:28]=[CH:27][C:26]([Cl:29])=[CH:25][CH:24]=2)([OH:22])[C:18]([F:21])([F:20])[F:19])=[CH:12][C:11]1([Cl:32])[O:30][CH3:31])=[O:8])([O-])=O.[OH-].[Na+].S(S([O-])=O)([O-])=O.[Na+].[Na+]. The catalyst is O1CCCC1.[Br-].C([N+](CCCC)(CCCC)CCCC)CCC. The product is [NH2:1][C:4]1[CH:5]=[C:6]([CH:33]=[CH:34][CH:35]=1)[C:7]([NH:9][CH:10]1[C:15]([Cl:16])=[CH:14][C:13]([C:17]([C:23]2[CH:28]=[CH:27][C:26]([Cl:29])=[CH:25][CH:24]=2)([OH:22])[C:18]([F:19])([F:20])[F:21])=[CH:12][C:11]1([Cl:32])[O:30][CH3:31])=[O:8]. The yield is 0.365. (2) The reactants are [NH2:1][C:2]1[C:3]2[C:10]([C:11]3[CH:16]=[CH:15][C:14]([O:17][C:18]4[CH:23]=[CH:22][CH:21]=[CH:20][CH:19]=4)=[CH:13][CH:12]=3)=[C:9]([CH3:24])[N:8]([CH2:25][C@@H:26]3[CH2:30][CH2:29][CH2:28][N:27]3[C:31](=[O:35])[CH2:32][C:33]#[N:34])[C:4]=2[N:5]=[CH:6][N:7]=1.[CH3:36][N:37]([CH3:43])[C:38]([CH3:42])([CH3:41])[CH:39]=O.C(O)(=O)C.N1CCCCC1. The catalyst is CCO. The product is [NH2:1][C:2]1[C:3]2[C:10]([C:11]3[CH:16]=[CH:15][C:14]([O:17][C:18]4[CH:19]=[CH:20][CH:21]=[CH:22][CH:23]=4)=[CH:13][CH:12]=3)=[C:9]([CH3:24])[N:8]([CH2:25][C@@H:26]3[CH2:30][CH2:29][CH2:28][N:27]3[C:31]([C:32](=[CH:39][C:38]([N:37]([CH3:43])[CH3:36])([CH3:42])[CH3:41])[C:33]#[N:34])=[O:35])[C:4]=2[N:5]=[CH:6][N:7]=1. The yield is 0.0400. (3) The reactants are [CH3:1][C@H:2]([C:15]([OH:17])=[O:16])[C:3]1[CH:8]=[CH:7][C:6]2[CH:9]=[C:10]([O:13][CH3:14])[CH:11]=[CH:12][C:5]=2[CH:4]=1.O[C:19]1[C:27]2N=N[NH:24][C:23]=2[CH:22]=[CH:21][CH:20]=1.C1CCC(N=C=NC2CCCCC2)CC1.OC1C=CC(C2S[S:53][C:52](=S)C=2)=CC=1. The catalyst is CN(C)C=O.C(OCC)(=O)C. The product is [CH3:14][O:13][C:10]1[CH:11]=[CH:12][C:5]2[C:6](=[CH:7][CH:8]=[C:3]([CH:2]([CH3:1])[C:15]([O:17][C:20]3[CH:21]=[CH:22][C:23]([N:24]=[C:52]=[S:53])=[CH:27][CH:19]=3)=[O:16])[CH:4]=2)[CH:9]=1. The yield is 0.210. (4) The reactants are [Br:1][C:2]1[CH:3]=[C:4]2[C:8](=[CH:9][CH:10]=1)[N:7]([CH3:11])[C:6]([CH2:12][OH:13])=[CH:5]2.N1C=CN=C1.[Si:19](Cl)([C:22]([CH3:25])([CH3:24])[CH3:23])([CH3:21])[CH3:20]. The catalyst is C(Cl)Cl. The product is [Br:1][C:2]1[CH:3]=[C:4]2[C:8](=[CH:9][CH:10]=1)[N:7]([CH3:11])[C:6]([CH2:12][O:13][Si:19]([C:22]([CH3:25])([CH3:24])[CH3:23])([CH3:21])[CH3:20])=[CH:5]2. The yield is 0.960. (5) The reactants are O[C:2]1[CH:9]=[N:8][CH:7]=[C:6]([O:10][CH3:11])[C:3]=1[CH:4]=[O:5].Cl.ClCC1C(C2N(C(C)C)N=CC=2)=NC=CC=1.C([O-])([O-])=O.[K+].[K+]. The catalyst is CN(C=O)C. The product is [CH3:11][O:10][C:6]1[C:3]([CH:4]=[O:5])=[CH:2][CH:9]=[N:8][CH:7]=1. The yield is 0.430. (6) The catalyst is C1COCC1. The yield is 1.00. The product is [Cl:1][C:2]1[CH:3]=[CH:4][C:5]2[C:6]([N:7]=1)=[N:8][CH:10]=[CH:12][N:9]=2. The reactants are [Cl:1][C:2]1[N:7]=[C:6]([NH2:8])[C:5]([NH2:9])=[CH:4][CH:3]=1.[CH:10]([CH:12]=O)=O. (7) The reactants are [C:1](#[N:3])[CH3:2].C[Si]([N-][Si](C)(C)C)(C)C.[Li+].[CH3:14][C:15]1[CH:19]=[CH:18][O:17][C:16]=1[C:20](OC)=[O:21].Cl. The catalyst is C1COCC1. The product is [CH3:14][C:15]1[CH:19]=[CH:18][O:17][C:16]=1[C:20](=[O:21])[CH2:2][C:1]#[N:3]. The yield is 0.830.